Dataset: Forward reaction prediction with 1.9M reactions from USPTO patents (1976-2016). Task: Predict the product of the given reaction. (1) Given the reactants C[O:2][C:3](=O)[C:4]#[C:5][C:6]1[CH:11]=[CH:10][C:9]([F:12])=[CH:8][CH:7]=1.[CH3:14][NH:15][NH2:16], predict the reaction product. The product is: [F:12][C:9]1[CH:10]=[CH:11][C:6]([C:5]2[N:15]([CH3:14])[NH:16][C:3](=[O:2])[CH:4]=2)=[CH:7][CH:8]=1. (2) Given the reactants [F:1][C:2]1[CH:3]=[CH:4][C:5]2[NH:9][C:8](=[O:10])[N:7]([CH:11]3[CH2:16][CH2:15][N:14]([C:17]4([CH3:29])[CH2:21][CH2:20][N:19](C(OC(C)(C)C)=O)[CH2:18]4)[CH2:13][CH2:12]3)[C:6]=2[CH:30]=1.FC(F)(F)C(O)=O, predict the reaction product. The product is: [F:1][C:2]1[CH:3]=[CH:4][C:5]2[NH:9][C:8](=[O:10])[N:7]([CH:11]3[CH2:16][CH2:15][N:14]([C:17]4([CH3:29])[CH2:21][CH2:20][NH:19][CH2:18]4)[CH2:13][CH2:12]3)[C:6]=2[CH:30]=1. (3) Given the reactants [S:1]1[C:5]2[CH:6]=[CH:7][CH:8]=[CH:9][C:4]=2[C:3]([C:10]2[CH:11]=[C:12]([CH:27]=[CH:28][CH:29]=2)[CH2:13][O:14][C:15]2[CH:20]=[CH:19][C:18]([CH2:21][CH2:22][C:23]([O:25]C)=[O:24])=[CH:17][CH:16]=2)=[CH:2]1.[OH-].[K+], predict the reaction product. The product is: [S:1]1[C:5]2[CH:6]=[CH:7][CH:8]=[CH:9][C:4]=2[C:3]([C:10]2[CH:11]=[C:12]([CH:27]=[CH:28][CH:29]=2)[CH2:13][O:14][C:15]2[CH:20]=[CH:19][C:18]([CH2:21][CH2:22][C:23]([OH:25])=[O:24])=[CH:17][CH:16]=2)=[CH:2]1.